Predict which catalyst facilitates the given reaction. From a dataset of Catalyst prediction with 721,799 reactions and 888 catalyst types from USPTO. (1) Reactant: [Cl:1][C:2]1[CH:7]=[CH:6][CH:5]=[C:4]([Cl:8])[C:3]=1[NH:9][C:10]([NH:12][C:13]1[S:14][C:15]([C:21]2[CH:26]=[CH:25][CH:24]=[C:23]([O:27][CH3:28])[CH:22]=2)=[CH:16][C:17]=1[C:18]([OH:20])=O)=[O:11].CN(C(ON1N=NC2C=CC=NC1=2)=[N+](C)C)C.F[P-](F)(F)(F)(F)F.CCN(C(C)C)C(C)C.Cl.[NH2:63][C@@H:64]([CH:69]1[CH2:74][CH2:73][CH2:72][CH2:71][CH2:70]1)[C:65]([O:67][CH3:68])=[O:66]. Product: [CH:69]1([C@H:64]([NH:63][C:18]([C:17]2[CH:16]=[C:15]([C:21]3[CH:26]=[CH:25][CH:24]=[C:23]([O:27][CH3:28])[CH:22]=3)[S:14][C:13]=2[NH:12][C:10]([NH:9][C:3]2[C:2]([Cl:1])=[CH:7][CH:6]=[CH:5][C:4]=2[Cl:8])=[O:11])=[O:20])[C:65]([O:67][CH3:68])=[O:66])[CH2:74][CH2:73][CH2:72][CH2:71][CH2:70]1. The catalyst class is: 3. (2) Reactant: [CH3:1][C:2]1[O:3][CH:4]=[CH:5][C:6]=1[C:7]1[C:12]([C:13]2[CH:18]=[CH:17][N:16]=[CH:15][CH:14]=2)=[CH:11][N:10]=[C:9]([N:19]2[CH2:24][CH2:23][CH2:22][CH:21]([CH3:25])[CH2:20]2)[N:8]=1.[ClH:26]. Product: [ClH:26].[CH3:1][C:2]1[O:3][CH:4]=[CH:5][C:6]=1[C:7]1[C:12]([C:13]2[CH:14]=[CH:15][N:16]=[CH:17][CH:18]=2)=[CH:11][N:10]=[C:9]([N:19]2[CH2:24][CH2:23][CH2:22][CH:21]([CH3:25])[CH2:20]2)[N:8]=1. The catalyst class is: 4. (3) Reactant: [S:9](O[S:9]([C:12]([F:15])([F:14])[F:13])(=[O:11])=[O:10])([C:12]([F:15])([F:14])[F:13])(=[O:11])=[O:10].[F:16][C:17]([F:32])([F:31])[C:18]1[CH:23]=[CH:22][C:21]([C:24]2[CH:29]=[CH:28][C:27]([NH2:30])=[CH:26][CH:25]=2)=[CH:20][CH:19]=1. Product: [F:15][C:12]([F:13])([F:14])[S:9]([NH:30][C:27]1[CH:28]=[CH:29][C:24]([C:21]2[CH:22]=[CH:23][C:18]([C:17]([F:16])([F:31])[F:32])=[CH:19][CH:20]=2)=[CH:25][CH:26]=1)(=[O:10])=[O:11]. The catalyst class is: 46.